This data is from Peptide-MHC class I binding affinity with 185,985 pairs from IEDB/IMGT. The task is: Regression. Given a peptide amino acid sequence and an MHC pseudo amino acid sequence, predict their binding affinity value. This is MHC class I binding data. (1) The peptide sequence is KLWASFFQG. The MHC is HLA-A02:03 with pseudo-sequence HLA-A02:03. The binding affinity (normalized) is 0.0847. (2) The peptide sequence is AESRKLLLI. The MHC is Mamu-A11 with pseudo-sequence Mamu-A11. The binding affinity (normalized) is 1.00. (3) The peptide sequence is PRRKAKIIK. The MHC is Mamu-B03 with pseudo-sequence Mamu-B03. The binding affinity (normalized) is 0.278. (4) The peptide sequence is SPAATQKAA. The MHC is HLA-B07:02 with pseudo-sequence HLA-B07:02. The binding affinity (normalized) is 0.693.